Task: Predict which catalyst facilitates the given reaction.. Dataset: Catalyst prediction with 721,799 reactions and 888 catalyst types from USPTO (1) The catalyst class is: 7. Reactant: [Br:1][C:2]1[N:3]=[C:4]([NH:9][CH:10]2[CH2:15][CH2:14][O:13][CH2:12][CH2:11]2)[C:5]([NH2:8])=[N:6][CH:7]=1.[C:16](N1C=CN=C1)(N1C=CN=C1)=[O:17]. Product: [Br:1][C:2]1[N:3]=[C:4]2[N:9]([CH:10]3[CH2:15][CH2:14][O:13][CH2:12][CH2:11]3)[C:16](=[O:17])[NH:8][C:5]2=[N:6][CH:7]=1. (2) Reactant: [OH:1][CH:2]([C@@H:14]([NH:19][C:20](=[O:34])[O:21][CH2:22][C:23]1([CH2:27][C:28]2[CH:33]=[CH:32][CH:31]=[CH:30][CH:29]=2)[CH2:26][CH2:25][CH2:24]1)[CH2:15][CH2:16][CH2:17][CH3:18])[C:3](=[O:13])[NH:4][C@@H:5]([C:7]1[CH:12]=[CH:11][CH:10]=[CH:9][CH:8]=1)[CH3:6].[Br-].[K+].C(=O)(O)[O-].[Na+]. Product: [O:13]=[C:3]([NH:4][C@@H:5]([C:7]1[CH:12]=[CH:11][CH:10]=[CH:9][CH:8]=1)[CH3:6])[C:2]([C@@H:14]([NH:19][C:20](=[O:34])[O:21][CH2:22][C:23]1([CH2:27][C:28]2[CH:29]=[CH:30][CH:31]=[CH:32][CH:33]=2)[CH2:24][CH2:25][CH2:26]1)[CH2:15][CH2:16][CH2:17][CH3:18])=[O:1]. The catalyst class is: 4.